This data is from Catalyst prediction with 721,799 reactions and 888 catalyst types from USPTO. The task is: Predict which catalyst facilitates the given reaction. (1) Reactant: [CH:1]([C:3]1[CH:26]=[CH:25][C:6]2[C:7]([CH2:10][CH2:11][CH:12]3[CH2:17][CH2:16][N:15]([C:18]([O:20][C:21]([CH3:24])([CH3:23])[CH3:22])=[O:19])[CH2:14][CH2:13]3)=[N:8][O:9][C:5]=2[C:4]=1[CH2:27][O:28][CH:29]1[CH2:34][CH2:33][CH2:32][CH2:31][O:30]1)=[O:2].[BH4-].[Na+].[Cl-].[NH4+].O. Product: [OH:2][CH2:1][C:3]1[CH:26]=[CH:25][C:6]2[C:7]([CH2:10][CH2:11][CH:12]3[CH2:13][CH2:14][N:15]([C:18]([O:20][C:21]([CH3:23])([CH3:24])[CH3:22])=[O:19])[CH2:16][CH2:17]3)=[N:8][O:9][C:5]=2[C:4]=1[CH2:27][O:28][CH:29]1[CH2:34][CH2:33][CH2:32][CH2:31][O:30]1. The catalyst class is: 5. (2) Reactant: CC1C=CC(S([O:11][C@@H:12]2[CH2:25][C:24]3[C@@:15]([CH3:38])([C@@H:16]4[C@@H:21]([CH2:22][CH:23]=3)[C@@H:20]3[CH2:26][CH2:27][C@H:28]([C@@H:29]([CH2:31][CH2:32][CH2:33][CH:34]([CH3:36])[CH3:35])[CH3:30])[C@@:19]3([CH3:37])[CH2:18][CH2:17]4)[CH2:14][CH2:13]2)(=O)=O)=CC=1.[OH:39][CH2:40][CH2:41][CH2:42][C:43]#N.[OH-:45].[Na+].Cl.[CH:48]([OH:51])([CH3:50])[CH3:49]. Product: [CH3:36][CH:34]([CH2:33][CH2:32][CH2:31][C@H:29]([C@@H:28]1[C@:19]2([CH3:37])[C@H:20]([C@H:21]3[C@H:16]([CH2:17][CH2:18]2)[C@:15]2([CH3:38])[C:24]([CH2:49][C@@H:48]([O:51][CH2:43][CH2:42][CH2:41][C:40]([OH:45])=[O:39])[CH2:50][CH2:14]2)=[CH:23][CH2:22]3)[CH2:26][CH2:27]1)[CH3:30])[CH3:35].[CH3:36][CH:34]([CH2:33][CH2:32][CH2:31][C@H:29]([C@@H:28]1[C@:19]2([CH3:37])[C@H:20]([C@H:21]3[C@H:16]([CH2:17][CH2:18]2)[C@:15]2([CH3:38])[C:24]([CH2:25][C@@H:12]([O:11][CH2:41][C:40]([OH:51])=[O:39])[CH2:13][CH2:14]2)=[CH:23][CH2:22]3)[CH2:26][CH2:27]1)[CH3:30])[CH3:35]. The catalyst class is: 715. (3) Reactant: [CH3:1][O:2][C:3]1[CH:4]=[CH:5][CH:6]=[C:7]2[C:12]=1[N:11]=[CH:10][CH:9]=[C:8]2[C:13]([OH:15])=[O:14].[C:16](Cl)(=O)C(Cl)=O. Product: [CH3:1][O:2][C:3]1[CH:4]=[CH:5][CH:6]=[C:7]2[C:12]=1[N:11]=[CH:10][CH:9]=[C:8]2[C:13]([O:15][CH3:16])=[O:14]. The catalyst class is: 2. (4) Reactant: CS(O[C@H:6]1[C@H:11]2[CH2:12][C@H:8]([C@@H:9]([C:20]([O:22][CH3:23])=[O:21])[N:10]2[C:13]([O:15][C:16]([CH3:19])([CH3:18])[CH3:17])=[O:14])[CH2:7]1)(=O)=O.[N-:24]=[N+:25]=[N-:26].[Na+]. Product: [N:24]([C@H:6]1[C@H:11]2[CH2:12][C@H:8]([C@@H:9]([C:20]([O:22][CH3:23])=[O:21])[N:10]2[C:13]([O:15][C:16]([CH3:19])([CH3:18])[CH3:17])=[O:14])[CH2:7]1)=[N+:25]=[N-:26]. The catalyst class is: 255. (5) The catalyst class is: 3. Product: [CH3:23][O:22][C:20](=[O:21])[CH:19]([N:5]1[CH:6]([C:14]([O:16][CH3:17])=[O:15])[CH2:7][C:8]2[C:13](=[CH:12][CH:11]=[CH:10][CH:9]=2)[C:4]1=[O:3])[CH3:24]. Reactant: [H-].[Na+].[O:3]=[C:4]1[C:13]2[C:8](=[CH:9][CH:10]=[CH:11][CH:12]=2)[CH2:7][C@H:6]([C:14]([O:16][CH3:17])=[O:15])[NH:5]1.Br[CH:19]([CH3:24])[C:20]([O:22][CH3:23])=[O:21]. (6) Reactant: C(=O)([O-])[O-].[K+].[K+].Br[CH2:8][C:9]1[CH:14]=[C:13]([F:15])[CH:12]=[CH:11][C:10]=1[F:16].[Cl:17][C:18]1[CH:23]=[CH:22][C:21]([SH:24])=[CH:20][CH:19]=1.[Cl-].[NH4+]. Product: [Cl:17][C:18]1[CH:23]=[CH:22][C:21]([S:24][CH2:8][C:9]2[CH:14]=[C:13]([F:15])[CH:12]=[CH:11][C:10]=2[F:16])=[CH:20][CH:19]=1. The catalyst class is: 35. (7) Reactant: [C:1]1([C@H:7]2[CH2:11][O:10][C:9](=[O:12])[NH:8]2)[CH:6]=[CH:5][CH:4]=[CH:3][CH:2]=1.[Li]CCCC.[CH3:18][C:19]1[CH:20]=[C:21]2[C:25](=[CH:26][CH:27]=1)[NH:24][C:23]([CH2:28][CH2:29][C:30](O)=[O:31])=[CH:22]2.CC(C)(C)C(Cl)=O.C[N+]1(C)[C@H]2CC3C=CC(O)=C4O[C@H]5[C@@H](O)C=C[C@@H]2[C@]5(C=34)CC1. Product: [CH3:18][C:19]1[CH:20]=[C:21]2[C:25](=[CH:26][CH:27]=1)[NH:24][C:23]([CH2:28][CH2:29][C:30]([N:8]1[C@@H:7]([C:1]3[CH:2]=[CH:3][CH:4]=[CH:5][CH:6]=3)[CH2:11][O:10][C:9]1=[O:12])=[O:31])=[CH:22]2. The catalyst class is: 1.